From a dataset of Reaction yield outcomes from USPTO patents with 853,638 reactions. Predict the reaction yield, written as a fraction of the theoretical maximum amount of product (1.0 means a 100% yield; for example, 0.34 means a 34% yield). (1) The reactants are [Si:1]([O:8][C@@H:9]([CH2:35][C:36](=[O:64])[C:37]#[C:38][C@H:39]([CH3:63])[C@H:40]([O:55][Si:56]([C:59]([CH3:62])([CH3:61])[CH3:60])([CH3:58])[CH3:57])[C@@H:41]([CH3:54])[CH2:42][C@@H:43]([CH3:53])[CH2:44][O:45][Si:46]([C:49]([CH3:52])([CH3:51])[CH3:50])([CH3:48])[CH3:47])[C@H:10]([CH3:34])/[CH:11]=[CH:12]/[CH2:13][O:14][C:15]([C:28]1[CH:33]=[CH:32][CH:31]=[CH:30][CH:29]=1)([C:22]1[CH:27]=[CH:26][CH:25]=[CH:24][CH:23]=1)[C:16]1[CH:21]=[CH:20][CH:19]=[CH:18][CH:17]=1)([C:4]([CH3:7])([CH3:6])[CH3:5])([CH3:3])[CH3:2]. The catalyst is CC(O)C. The product is [Si:1]([O:8][C@@H:9]([CH2:35][C@H:36]([OH:64])[C:37]#[C:38][C@H:39]([CH3:63])[C@H:40]([O:55][Si:56]([C:59]([CH3:60])([CH3:61])[CH3:62])([CH3:58])[CH3:57])[C@@H:41]([CH3:54])[CH2:42][C@@H:43]([CH3:53])[CH2:44][O:45][Si:46]([C:49]([CH3:50])([CH3:51])[CH3:52])([CH3:48])[CH3:47])[C@H:10]([CH3:34])/[CH:11]=[CH:12]/[CH2:13][O:14][C:15]([C:28]1[CH:33]=[CH:32][CH:31]=[CH:30][CH:29]=1)([C:22]1[CH:23]=[CH:24][CH:25]=[CH:26][CH:27]=1)[C:16]1[CH:17]=[CH:18][CH:19]=[CH:20][CH:21]=1)([C:4]([CH3:5])([CH3:6])[CH3:7])([CH3:3])[CH3:2]. The yield is 0.790. (2) The reactants are [CH3:1][O:2][C:3](=[O:18])[C:4]1[C:5](=[C:10]([CH3:17])[C:11]([CH:15]=[CH2:16])=[CH:12][C:13]=1[OH:14])[C:6]([O:8][CH3:9])=[O:7]. The catalyst is C1C=CC=CC=1.CCOC(C)=O. The product is [CH3:1][O:2][C:3](=[O:18])[C:4]1[C:5](=[C:10]([CH3:17])[C:11]([CH2:15][CH3:16])=[CH:12][C:13]=1[OH:14])[C:6]([O:8][CH3:9])=[O:7]. The yield is 0.880. (3) The reactants are [C:1]([O:5][C:6]([N:8]1[CH2:13][CH2:12][N:11]2[C:14]([C:17]([F:20])([F:19])[F:18])=[N:15][CH:16]=[C:10]2[CH2:9]1)=[O:7])([CH3:4])([CH3:3])[CH3:2].[Br:21]N1C(=O)CCC1=O. The catalyst is C(O)C. The product is [C:1]([O:5][C:6]([N:8]1[CH2:13][CH2:12][N:11]2[C:14]([C:17]([F:20])([F:18])[F:19])=[N:15][C:16]([Br:21])=[C:10]2[CH2:9]1)=[O:7])([CH3:4])([CH3:2])[CH3:3]. The yield is 0.578. (4) The product is [CH3:13][O:14][C:15]1[CH:16]=[C:17]([CH:46]=[CH:47][C:48]=1[O:49][CH3:50])[O:18][C:19]1[C:24](=[O:25])[N:23]([CH2:26][C:27]2[CH:28]=[CH:29][C:30]([C:33]3[CH:38]=[CH:37][CH:36]=[CH:35][C:34]=3[C:39]3[NH:3][C:4](=[O:7])[O:5][N:40]=3)=[CH:31][CH:32]=2)[C:22]([CH2:41][CH2:42][CH3:43])=[N:21][C:20]=1[CH2:44][CH3:45]. The yield is 0.770. The reactants are [Cl-].O[NH3+:3].[C:4](=[O:7])([O-])[OH:5].[Na+].CS(C)=O.[CH3:13][O:14][C:15]1[CH:16]=[C:17]([CH:46]=[CH:47][C:48]=1[O:49][CH3:50])[O:18][C:19]1[C:24](=[O:25])[N:23]([CH2:26][C:27]2[CH:32]=[CH:31][C:30]([C:33]3[C:34]([C:39]#[N:40])=[CH:35][CH:36]=[CH:37][CH:38]=3)=[CH:29][CH:28]=2)[C:22]([CH2:41][CH2:42][CH3:43])=[N:21][C:20]=1[CH2:44][CH3:45]. The catalyst is C(OCC)(=O)C. (5) The reactants are [O:1]=[C:2]1[CH:6]2[CH2:7][N:8](C(OC(C)(C)C)=O)[CH2:9][CH2:10][N:5]2[C:4](=[O:18])[N:3]1[C@@H:19]1[CH2:21][C@H:20]1[C:22]1[CH:27]=[CH:26][CH:25]=[CH:24][CH:23]=1.C(O)(C(F)(F)F)=O. The catalyst is C(Cl)Cl. The product is [C:22]1([C@@H:20]2[CH2:21][C@H:19]2[N:3]2[C:2](=[O:1])[CH:6]3[CH2:7][NH:8][CH2:9][CH2:10][N:5]3[C:4]2=[O:18])[CH:27]=[CH:26][CH:25]=[CH:24][CH:23]=1. The yield is 1.00. (6) The reactants are Cl[C:2]1[N:7]=[C:6]([NH:8][C@H:9]([C:11]2[CH:16]=[CH:15][CH:14]=[CH:13][CH:12]=2)[CH3:10])[CH:5]=[N:4][CH:3]=1.[CH3:17][O:18][C:19]1[CH:24]=[C:23](B2OC(C)(C)C(C)(C)O2)[CH:22]=[CH:21][C:20]=1[OH:34]. No catalyst specified. The product is [CH3:17][O:18][C:19]1[CH:24]=[C:23]([C:2]2[CH:3]=[N:4][CH:5]=[C:6]([NH:8][C@H:9]([C:11]3[CH:16]=[CH:15][CH:14]=[CH:13][CH:12]=3)[CH3:10])[N:7]=2)[CH:22]=[CH:21][C:20]=1[OH:34]. The yield is 0.700. (7) The reactants are [F:1][C:2]1[CH:3]=[C:4]2[C:8](=[CH:9][CH:10]=1)[NH:7][C:6](=[O:11])[CH2:5]2.[CH:12]([C:14]1[NH:18][C:17]([CH3:19])=[C:16]([C:20]([OH:22])=[O:21])[C:15]=1[CH3:23])=O. The catalyst is N1CCCC1.C(O)C. The product is [F:1][C:2]1[CH:3]=[C:4]2[C:8](=[CH:9][CH:10]=1)[NH:7][C:6](=[O:11])/[C:5]/2=[CH:12]\[C:14]1[NH:18][C:17]([CH3:19])=[C:16]([C:20]([OH:22])=[O:21])[C:15]=1[CH3:23]. The yield is 0.960.